From a dataset of Peptide-MHC class I binding affinity with 185,985 pairs from IEDB/IMGT. Regression. Given a peptide amino acid sequence and an MHC pseudo amino acid sequence, predict their binding affinity value. This is MHC class I binding data. (1) The peptide sequence is LPVYLMTLM. The MHC is HLA-B51:01 with pseudo-sequence HLA-B51:01. The binding affinity (normalized) is 0.417. (2) The peptide sequence is NEYRQYLDAY. The MHC is HLA-B40:01 with pseudo-sequence HLA-B40:01. The binding affinity (normalized) is 0.0762. (3) The peptide sequence is VLYCVHQHI. The MHC is HLA-B08:01 with pseudo-sequence HLA-B08:01. The binding affinity (normalized) is 0.0847. (4) The peptide sequence is PSGDLRQRL. The MHC is HLA-B27:05 with pseudo-sequence HLA-B27:05. The binding affinity (normalized) is 0. (5) The peptide sequence is SVIEKMNI. The MHC is H-2-Kb with pseudo-sequence H-2-Kb. The binding affinity (normalized) is 0.0735. (6) The peptide sequence is VNYTFLYNFW. The binding affinity (normalized) is 0.332. The MHC is Mamu-B17 with pseudo-sequence Mamu-B17.